Task: Predict the product of the given reaction.. Dataset: Forward reaction prediction with 1.9M reactions from USPTO patents (1976-2016) (1) Given the reactants [CH:1]1([C:4]2[N:8]=[C:7]([CH:9]([OH:33])[CH:10]([NH:13][C:14]([CH:16]([NH:24][C:25]([N:27]3[CH2:32][CH2:31][O:30][CH2:29][CH2:28]3)=[O:26])[CH2:17][C:18]([F:23])([F:22])[CH2:19][CH2:20][CH3:21])=[O:15])[CH2:11][CH3:12])[O:6][N:5]=2)[CH2:3][CH2:2]1.CC(OI1(OC(C)=O)(OC(C)=O)OC(=O)C2C=CC=CC1=2)=O.[O-]S([O-])(=S)=O.[Na+].[Na+], predict the reaction product. The product is: [CH:1]1([C:4]2[N:8]=[C:7]([C:9]([C@@H:10]([NH:13][C:14]([C@@H:16]([NH:24][C:25]([N:27]3[CH2:32][CH2:31][O:30][CH2:29][CH2:28]3)=[O:26])[CH2:17][C:18]([F:23])([F:22])[CH2:19][CH2:20][CH3:21])=[O:15])[CH2:11][CH3:12])=[O:33])[O:6][N:5]=2)[CH2:3][CH2:2]1. (2) Given the reactants COC1C=C(OC)C=CC=1CN1C(=O)CNS1(=O)=O.C1CCN2C(=NCCC2)CC1.[CH3:31][Si:32]([CH3:46])([CH3:45])[CH2:33][CH2:34][O:35][C:36]([C:38]1[S:39][C:40](CBr)=[CH:41][CH:42]=1)=[O:37], predict the reaction product. The product is: [CH3:31][Si:32]([CH3:46])([CH3:45])[CH2:33][CH2:34][O:35][C:36]([C:38]1[S:39][CH:40]=[CH:41][CH:42]=1)=[O:37]. (3) Given the reactants Br[CH2:2][CH2:3][O:4][C:5]1[CH:10]=[CH:9][C:8]([C:11](=[O:16])[C:12]([OH:15])([CH3:14])[CH3:13])=[CH:7][CH:6]=1.[P:17]([O:22]C)([O:20][CH3:21])[O:18][CH3:19], predict the reaction product. The product is: [CH3:19][O:18][P:17]([CH2:2][CH2:3][O:4][C:5]1[CH:10]=[CH:9][C:8]([C:11](=[O:16])[C:12]([OH:15])([CH3:14])[CH3:13])=[CH:7][CH:6]=1)(=[O:22])[O:20][CH3:21]. (4) Given the reactants C([O:3][C:4]1[CH:5]=[C:6]([C@H:11]([N:17]2[C:25](=[O:26])[C:24]3[C:19](=[CH:20][CH:21]=[CH:22][C:23]=3[NH:27][C:28](=[O:31])[CH2:29][OH:30])[C:18]2=[O:32])[CH2:12][S:13]([CH3:16])(=[O:15])=[O:14])[CH:7]=[CH:8][C:9]=1[OH:10])C.[Al+3].[Cl-].[Cl-].[Cl-].O, predict the reaction product. The product is: [OH:3][C:4]1[CH:5]=[C:6]([C@H:11]([N:17]2[C:25](=[O:26])[C:24]3[C:19](=[CH:20][CH:21]=[CH:22][C:23]=3[NH:27][C:28](=[O:31])[CH2:29][OH:30])[C:18]2=[O:32])[CH2:12][S:13]([CH3:16])(=[O:14])=[O:15])[CH:7]=[CH:8][C:9]=1[OH:10]. (5) Given the reactants [CH:1]([C:3]1[S:7][C:6]([C:8]([O:10]C)=[O:9])=[CH:5][C:4]=1[C:12]1[N:16]2[N:17]=[CH:18][CH:19]=[CH:20][C:15]2=[N:14][CH:13]=1)=[CH2:2].C1COCC1.[OH-].[K+], predict the reaction product. The product is: [CH:1]([C:3]1[S:7][C:6]([C:8]([OH:10])=[O:9])=[CH:5][C:4]=1[C:12]1[N:16]2[N:17]=[CH:18][CH:19]=[CH:20][C:15]2=[N:14][CH:13]=1)=[CH2:2]. (6) The product is: [O:1]1[C:5]2[CH:6]=[CH:7][C:8]([C:10]3([OH:29])[C:18]4[C:13](=[CH:14][CH:15]=[C:16]([C:32]5[CH:33]=[CH:34][C:35]6[O:40][CH2:39][O:41][C:30]=6[CH:31]=5)[CH:17]=4)[N:12]([CH2:20][C:21]4[CH:26]=[CH:25][C:24]([Cl:27])=[CH:23][CH:22]=4)[C:11]3=[O:28])=[CH:9][C:4]=2[O:3][CH2:2]1. Given the reactants [O:1]1[C:5]2[CH:6]=[CH:7][C:8]([C:10]3([OH:29])[C:18]4[C:13](=[CH:14][CH:15]=[C:16](Br)[CH:17]=4)[N:12]([CH2:20][C:21]4[CH:26]=[CH:25][C:24]([Cl:27])=[CH:23][CH:22]=4)[C:11]3=[O:28])=[CH:9][C:4]=2[O:3][CH2:2]1.[C:30]1(B(O)O)[CH:35]=[CH:34][CH:33]=[CH:32][CH:31]=1.[C:39]([O-])([O-:41])=[O:40].[Na+].[Na+], predict the reaction product.